Regression. Given a peptide amino acid sequence and an MHC pseudo amino acid sequence, predict their binding affinity value. This is MHC class II binding data. From a dataset of Peptide-MHC class II binding affinity with 134,281 pairs from IEDB. (1) The peptide sequence is IVPPADKYRTFVATF. The MHC is HLA-DQA10401-DQB10402 with pseudo-sequence HLA-DQA10401-DQB10402. The binding affinity (normalized) is 0.227. (2) The peptide sequence is GELQIVDKIDAARKI. The MHC is DRB1_0401 with pseudo-sequence DRB1_0401. The binding affinity (normalized) is 0.530. (3) The peptide sequence is AAAIAVGKAQMRSGG. The MHC is H-2-IAd with pseudo-sequence H-2-IAd. The binding affinity (normalized) is 0.590. (4) The peptide sequence is GGSVIRISSANPEDL. The MHC is DRB1_1101 with pseudo-sequence DRB1_1101. The binding affinity (normalized) is 0.402. (5) The peptide sequence is RMGERQLQKIERWFV. The MHC is HLA-DQA10201-DQB10303 with pseudo-sequence HLA-DQA10201-DQB10303. The binding affinity (normalized) is 0. (6) The peptide sequence is IDIMISWIRSCPDLK. The MHC is DRB1_0101 with pseudo-sequence DRB1_0101. The binding affinity (normalized) is 0.127. (7) The peptide sequence is EKQYFAATQFEPLAA. The MHC is HLA-DQA10101-DQB10501 with pseudo-sequence HLA-DQA10101-DQB10501. The binding affinity (normalized) is 0.537. (8) The peptide sequence is DKVYEILKINSVKYY. The MHC is DRB1_0404 with pseudo-sequence DRB1_0404. The binding affinity (normalized) is 0.192.